This data is from Forward reaction prediction with 1.9M reactions from USPTO patents (1976-2016). The task is: Predict the product of the given reaction. (1) Given the reactants C(O)(C(F)(F)F)=O.C(OC(=O)[NH:14][C:15]1([C:18]2[CH:23]=[CH:22][CH:21]=[CH:20][CH:19]=2)[CH2:17][CH2:16]1)(C)(C)C, predict the reaction product. The product is: [C:18]1([C:15]2([NH2:14])[CH2:17][CH2:16]2)[CH:23]=[CH:22][CH:21]=[CH:20][CH:19]=1. (2) Given the reactants Br[C:2]1[CH:3]=[C:4]([NH:10][C@H:11]([CH2:15][CH:16]([CH3:18])[CH3:17])[C:12]([NH2:14])=[O:13])[CH:5]=[N:6][C:7]=1[C:8]#[N:9].[NH2:19][C:20]1[O:24][N:23]=[C:22]([C:25]2[CH:30]=[CH:29][CH:28]=[CH:27][CH:26]=2)[CH:21]=1.O(C1C=CC=CC=1)[Na].O.O.O.CC1(C)C2C(=C(P(C3C=CC=CC=3)C3C=CC=CC=3)C=CC=2)OC2C(P(C3C=CC=CC=3)C3C=CC=CC=3)=CC=CC1=2, predict the reaction product. The product is: [C:8]([C:7]1[N:6]=[CH:5][C:4]([NH:10][C@H:11]([CH2:15][CH:16]([CH3:18])[CH3:17])[C:12]([NH2:14])=[O:13])=[CH:3][C:2]=1[NH:19][C:20]1[O:24][N:23]=[C:22]([C:25]2[CH:30]=[CH:29][CH:28]=[CH:27][CH:26]=2)[CH:21]=1)#[N:9]. (3) Given the reactants [CH2:1]([N:8]1[CH2:12][CH:11]([NH:13][CH2:14][C:15]2[CH:20]=[C:19]([C:21]([F:24])([F:23])[F:22])[CH:18]=[C:17]([C:25]([F:28])([F:27])[F:26])[CH:16]=2)[CH2:10][CH:9]1[C:29]([OH:31])=O)[C:2]1[CH:7]=[CH:6][CH:5]=[CH:4][CH:3]=1.[C:32]1([CH3:44])[CH:37]=[CH:36][CH:35]=[C:34]([N:38]2[CH2:43][CH2:42][NH:41][CH2:40][CH2:39]2)[CH:33]=1, predict the reaction product. The product is: [CH2:1]([N:8]1[CH2:12][C@@H:11]([NH:13][CH2:14][C:15]2[CH:16]=[C:17]([C:25]([F:28])([F:26])[F:27])[CH:18]=[C:19]([C:21]([F:22])([F:24])[F:23])[CH:20]=2)[CH2:10][C@H:9]1[C:29]([N:41]1[CH2:42][CH2:43][N:38]([C:34]2[CH:33]=[C:32]([CH3:44])[CH:37]=[CH:36][CH:35]=2)[CH2:39][CH2:40]1)=[O:31])[C:2]1[CH:7]=[CH:6][CH:5]=[CH:4][CH:3]=1. (4) Given the reactants [Cl:1][C:2]1[CH:7]=[CH:6][C:5]([Mg]Br)=[CH:4][CH:3]=1.[B-](F)(F)(F)[O+](C)C.[O:17]=[C:18]1[CH:23]=[CH:22][N:21]([C:24]([O:26][CH2:27][C:28]2[CH:33]=[CH:32][CH:31]=[CH:30][CH:29]=2)=[O:25])[CH2:20][CH2:19]1.[NH4+].[Cl-].[NH4+].[OH-], predict the reaction product. The product is: [Cl:1][C:2]1[CH:7]=[CH:6][C:5]([CH:22]2[CH2:23][C:18](=[O:17])[CH2:19][CH2:20][N:21]2[C:24]([O:26][CH2:27][C:28]2[CH:33]=[CH:32][CH:31]=[CH:30][CH:29]=2)=[O:25])=[CH:4][CH:3]=1. (5) Given the reactants [CH:1]1([N:6]2[C:15]3[N:14]=[C:13]([N:16]4[CH:20]=[CH:19][C:18]([C:21](O)=[O:22])=[N:17]4)[N:12]=[CH:11][C:10]=3[N:9]([CH3:24])[C:8](=[O:25])[C@H:7]2[CH2:26][CH3:27])[CH2:5][CH2:4][CH2:3][CH2:2]1.C([O-])(=O)C.[NH4+:32], predict the reaction product. The product is: [CH:1]1([N:6]2[C:15]3[N:14]=[C:13]([N:16]4[CH:20]=[CH:19][C:18]([C:21]([NH2:32])=[O:22])=[N:17]4)[N:12]=[CH:11][C:10]=3[N:9]([CH3:24])[C:8](=[O:25])[C@H:7]2[CH2:26][CH3:27])[CH2:2][CH2:3][CH2:4][CH2:5]1. (6) Given the reactants [OH:1][C:2]([CH3:27])([C:4](=[O:26])[CH2:5][CH2:6][C@@H:7]([C@@H:15]1[C@:23]2([CH3:24])[C@H:18]([C@@H:19]([OH:25])[CH2:20][CH2:21][CH2:22]2)[CH2:17][CH2:16]1)[CH2:8][CH2:9][CH2:10][C:11]([OH:14])([CH3:13])[CH3:12])[CH3:3].ClCCl.[Cr](O[Cr]([O-])(=O)=O)([O-])(=O)=O.[NH+]1C=CC=CC=1.[NH+]1C=CC=CC=1.C(OCC)(=O)C.CCCCCC, predict the reaction product. The product is: [OH:1][C:2]([CH3:27])([CH3:3])[C:4](=[O:26])[CH2:5][CH2:6][C@@H:7]([C@@H:15]1[C@:23]2([CH3:24])[C@H:18]([C:19](=[O:25])[CH2:20][CH2:21][CH2:22]2)[CH2:17][CH2:16]1)[CH2:8][CH2:9][CH2:10][C:11]([OH:14])([CH3:13])[CH3:12]. (7) Given the reactants [OH:1][C@@:2]1([C:9]#[C:10][C:11]2[CH:12]=[C:13]([C:17]3[N:22]=[C:21]([C:23](OCC)=[O:24])[CH:20]=[C:19]([C:28]([F:31])([F:30])[F:29])[CH:18]=3)[CH:14]=[CH:15][CH:16]=2)[CH2:6][CH2:5][N:4]([CH3:7])[C:3]1=[O:8].[NH3:32], predict the reaction product. The product is: [OH:1][C@@:2]1([C:9]#[C:10][C:11]2[CH:12]=[C:13]([C:17]3[N:22]=[C:21]([C:23]([NH2:32])=[O:24])[CH:20]=[C:19]([C:28]([F:29])([F:30])[F:31])[CH:18]=3)[CH:14]=[CH:15][CH:16]=2)[CH2:6][CH2:5][N:4]([CH3:7])[C:3]1=[O:8].